Dataset: Full USPTO retrosynthesis dataset with 1.9M reactions from patents (1976-2016). Task: Predict the reactants needed to synthesize the given product. (1) Given the product [Cl:1][C:2]1[C:3]([CH3:10])=[C:4](/[CH:5]=[CH:18]/[C:19]([O:21][CH3:34])=[O:20])[CH:7]=[CH:8][CH:9]=1, predict the reactants needed to synthesize it. The reactants are: [Cl:1][C:2]1[C:3]([CH3:10])=[C:4]([CH:7]=[CH:8][CH:9]=1)[CH:5]=O.C1(P(C2C=CC=CC=2)(C2C=CC=CC=2)=[CH:18][C:19]([O-:21])=[O:20])C=CC=CC=1.[CH3:34]O. (2) Given the product [C:9]1([C:6]2([C:15]3[CH:16]=[CH:17][CH:18]=[CH:19][CH:20]=3)[NH:5][C:4](=[O:21])[N:3]([CH2:2][O:1][CH:23]3[CH2:24][CH2:25][CH2:26][CH2:27][O:22]3)[C:7]2=[O:8])[CH:14]=[CH:13][CH:12]=[CH:11][CH:10]=1, predict the reactants needed to synthesize it. The reactants are: [OH:1][CH2:2][N:3]1[C:7](=[O:8])[C:6]([C:15]2[CH:20]=[CH:19][CH:18]=[CH:17][CH:16]=2)([C:9]2[CH:14]=[CH:13][CH:12]=[CH:11][CH:10]=2)[NH:5][C:4]1=[O:21].[O:22]1[CH:27]=[CH:26][CH2:25][CH2:24][CH2:23]1. (3) Given the product [CH3:8][C:7]1[NH:6][CH:5]=[C:4]([C:9]([OH:11])=[O:10])[C:3](=[O:12])[C:2]=1[C:19]1[CH:18]=[CH:17][CH:16]=[C:15]([C:14]([F:25])([F:24])[F:13])[CH:20]=1, predict the reactants needed to synthesize it. The reactants are: Br[C:2]1[C:3](=[O:12])[C:4]([C:9]([OH:11])=[O:10])=[CH:5][NH:6][C:7]=1[CH3:8].[F:13][C:14]([F:25])([F:24])[C:15]1[CH:16]=[C:17](B(O)O)[CH:18]=[CH:19][CH:20]=1.C([O-])([O-])=O.[K+].[K+].